This data is from Forward reaction prediction with 1.9M reactions from USPTO patents (1976-2016). The task is: Predict the product of the given reaction. (1) The product is: [OH:21][CH2:20][CH2:19][CH2:18][C:15]1[CH:16]=[CH:17][C:12]([C:9]2[CH:10]=[CH:11][C:6]([CH2:5][CH2:4][CH2:3][OH:2])=[C:7]([C:28]([F:29])([F:30])[F:31])[CH:8]=2)=[CH:13][C:14]=1[C:24]([F:25])([F:26])[F:27]. Given the reactants C[O:2][C:3](=O)[CH:4]=[CH:5][C:6]1[CH:11]=[CH:10][C:9]([C:12]2[CH:17]=[CH:16][C:15]([CH:18]=[CH:19][C:20](OC)=[O:21])=[C:14]([C:24]([F:27])([F:26])[F:25])[CH:13]=2)=[CH:8][C:7]=1[C:28]([F:31])([F:30])[F:29].[BH4-].[Na+], predict the reaction product. (2) Given the reactants [Cl-].[NH4+].[O:3]1[C:7]2[CH:8]=[CH:9][C:10]([CH2:12][N:13]3[CH2:18][CH2:17][CH:16]([NH:19][C:20]4[C:29]5[C:24](=[CH:25][CH:26]=[C:27]([Cl:30])[CH:28]=5)[O:23][C:22](=[O:31])[C:21]=4[N+:32]([O-])=O)[CH2:15][CH2:14]3)=[CH:11][C:6]=2[O:5][CH2:4]1.[CH2:35]([OH:37])[CH3:36], predict the reaction product. The product is: [O:3]1[C:7]2[CH:8]=[CH:9][C:10]([CH2:12][N:13]3[CH2:18][CH2:17][CH:16]([NH:19][C:20]4[C:29]5[C:24](=[CH:25][CH:26]=[C:27]([Cl:30])[CH:28]=5)[O:23][C:22](=[O:31])[C:21]=4[NH:32][C:35](=[O:37])[CH3:36])[CH2:15][CH2:14]3)=[CH:11][C:6]=2[O:5][CH2:4]1. (3) Given the reactants O=[C:2]1[NH:7][CH2:6][C:5](=O)[N:4]2[CH2:9][CH2:10][CH2:11][CH2:12][C@H:3]12.[H-].[Al+3].[Li+].[H-].[H-].[H-].O.[OH-].[Na+], predict the reaction product. The product is: [CH2:2]1[NH:7][CH2:6][CH2:5][N:4]2[CH2:9][CH2:10][CH2:11][CH2:12][C@H:3]12. (4) Given the reactants C(OC(=O)NC1C=CC=C(CN2C=CC(N[C:21](=[O:40])[C@@H:22]([C:29]3[CH:34]=[CH:33][C:32]([S:35]([CH3:38])(=O)=O)=[C:31](Cl)[CH:30]=3)CC3CCCC3)=N2)C=1)(C)(C)C.[CH3:42][OH:43].[CH:44](Cl)(Cl)Cl, predict the reaction product. The product is: [CH3:42][O:43][C:21](=[O:40])[CH2:22][C:29]1[CH:34]=[CH:33][C:32]([S:35][CH3:38])=[C:31]([CH3:44])[CH:30]=1. (5) The product is: [CH3:1][O:2][C:3]1[CH:8]=[CH:7][C:6]([C:9]2[CH:14]=[CH:13][C:12]([C:15]([NH2:55])=[O:17])=[CH:11][C:10]=2[CH3:18])=[CH:5][C:4]=1[C:19]1[CH:24]=[CH:23][C:22]([C:25]([F:28])([F:26])[F:27])=[CH:21][C:20]=1[CH2:29][N:30]1[C@@H:34]([CH3:35])[C@@H:33]([C:36]2[CH:41]=[CH:40][N:39]=[C:38]([CH3:42])[CH:37]=2)[O:32][C:31]1=[O:43]. Given the reactants [CH3:1][O:2][C:3]1[CH:8]=[CH:7][C:6]([C:9]2[CH:14]=[CH:13][C:12]([C:15]([OH:17])=O)=[CH:11][C:10]=2[CH3:18])=[CH:5][C:4]=1[C:19]1[CH:24]=[CH:23][C:22]([C:25]([F:28])([F:27])[F:26])=[CH:21][C:20]=1[CH2:29][N:30]1[C@@H:34]([CH3:35])[C@@H:33]([C:36]2[CH:41]=[CH:40][N:39]=[C:38]([CH3:42])[CH:37]=2)[O:32][C:31]1=[O:43].C(Cl)(=O)C(Cl)=O.[OH-].[NH4+].C([N:55](C(C)C)CC)(C)C, predict the reaction product. (6) Given the reactants [CH:1](=[N:5]/[C@H:6]([C:8]1[CH:13]=[CH:12][CH:11]=[CH:10][CH:9]=1)[CH3:7])\[CH2:2][CH2:3][CH3:4].C[Si](C)(C)[O:16][C:17]([O:25][CH2:26][CH3:27])=[C:18]([O:22][CH2:23][CH3:24])[O:19][CH2:20][CH3:21], predict the reaction product. The product is: [CH2:23]([O:22][C:18]([O:19][CH2:20][CH3:21])([C@@H:1]([NH:5][C@H:6]([C:8]1[CH:9]=[CH:10][CH:11]=[CH:12][CH:13]=1)[CH3:7])[CH2:2][CH2:3][CH3:4])[C:17]([O:25][CH2:26][CH3:27])=[O:16])[CH3:24].